Dataset: Forward reaction prediction with 1.9M reactions from USPTO patents (1976-2016). Task: Predict the product of the given reaction. (1) Given the reactants [CH2:1]([NH:3][C:4]([C:6]1[C:10]([NH:11][C:12](=[O:14])[CH3:13])=[C:9]([C:15]2[CH:20]=[C:19]([Cl:21])[C:18]([O:22]CC3C=CC=CC=3)=[CH:17][C:16]=2[O:30]CC2C=CC=CC=2)[O:8][N:7]=1)=[O:5])[CH3:2].B(Cl)(Cl)Cl, predict the reaction product. The product is: [CH2:1]([NH:3][C:4]([C:6]1[C:10]([NH:11][C:12](=[O:14])[CH3:13])=[C:9]([C:15]2[CH:20]=[C:19]([Cl:21])[C:18]([OH:22])=[CH:17][C:16]=2[OH:30])[O:8][N:7]=1)=[O:5])[CH3:2]. (2) Given the reactants Cl.C(OC([N:9]1[CH2:14][CH2:13][N:12]([C:15]2[C:24]3[C:19](=[CH:20][CH:21]=[C:22]([Br:25])[CH:23]=3)[N:18]=[CH:17][N:16]=2)[CH2:11][CH2:10]1)=O)(C)(C)C, predict the reaction product. The product is: [Br:25][C:22]1[CH:23]=[C:24]2[C:19](=[CH:20][CH:21]=1)[N:18]=[CH:17][N:16]=[C:15]2[N:12]1[CH2:13][CH2:14][NH:9][CH2:10][CH2:11]1.